The task is: Predict the product of the given reaction.. This data is from Forward reaction prediction with 1.9M reactions from USPTO patents (1976-2016). (1) Given the reactants [N+:1]([C:4]1[CH:5]=[C:6]([CH:17]=[CH:18][C:19]=1[N+:20]([O-])=O)[O:7][C:8]1[CH:13]=[CH:12][N:11]=[C:10]2[NH:14][CH:15]=[CH:16][C:9]=12)([O-])=O, predict the reaction product. The product is: [NH:14]1[C:10]2=[N:11][CH:12]=[CH:13][C:8]([O:7][C:6]3[CH:5]=[C:4]([NH2:1])[C:19]([NH2:20])=[CH:18][CH:17]=3)=[C:9]2[CH:16]=[CH:15]1. (2) Given the reactants [C:1]([O:7][CH2:8][CH2:9][NH:10][C:11]([C@@H:13]([CH2:22][CH:23]=[CH2:24])[CH2:14][C:15]([O:17]C(C)(C)C)=O)=[O:12])(=[O:6])[CH2:2][CH2:3]C=C.O=C1[C@H](CC(OC(C)(C)C)=O)CC=CCCC(=O)OCCN1.FC(F)(F)C(O)=O.O=C1[C@H](CC(O)=O)CC=CCCC(=O)OCCN1.[Cl:72][C:73]1[CH:78]=[CH:77][C:76]([CH2:79][NH2:80])=[CH:75][CH:74]=1, predict the reaction product. The product is: [Cl:72][C:73]1[CH:78]=[CH:77][C:76]([CH2:79][NH:80][C:15](=[O:17])[CH2:14][C@@H:13]2[CH2:22][CH:23]=[CH:24][CH2:3][CH2:2][C:1](=[O:6])[O:7][CH2:8][CH2:9][NH:10][C:11]2=[O:12])=[CH:75][CH:74]=1. (3) Given the reactants I([O-])(=O)(=O)=[O:2].[Na+].[F:7][C:8]1[CH:9]=[C:10]([NH:20][C:21]2[N:38]=[C:24]3[CH:25]([C:31]4[CH:36]=[CH:35][C:34]([F:37])=[CH:33][CH:32]=4)[CH2:26][C:27](=C)[CH2:28][CH2:29][N:23]3[N:22]=2)[CH:11]=[CH:12][C:13]=1[N:14]1[C:18]([CH3:19])=[N:17][CH:16]=[N:15]1, predict the reaction product. The product is: [F:7][C:8]1[CH:9]=[C:10]([NH:20][C:21]2[N:38]=[C:24]3[CH:25]([C:31]4[CH:36]=[CH:35][C:34]([F:37])=[CH:33][CH:32]=4)[CH2:26][C:27](=[O:2])[CH2:28][CH2:29][N:23]3[N:22]=2)[CH:11]=[CH:12][C:13]=1[N:14]1[C:18]([CH3:19])=[N:17][CH:16]=[N:15]1. (4) Given the reactants [H-].[Al+3].[Li+].[H-].[H-].[H-].[C:7]1([C:13]2([CH2:26][O:27][CH2:28][C:29]3[CH:30]=[C:31]([C:38]([F:41])([F:40])[F:39])[CH:32]=[C:33]4[C:37]=3[NH:36][CH:35]=[CH:34]4)[CH2:18][CH2:17][N:16]([C:19](OC(C)(C)C)=O)[CH2:15][CH2:14]2)[CH:12]=[CH:11][CH:10]=[CH:9][CH:8]=1, predict the reaction product. The product is: [CH3:19][N:16]1[CH2:15][CH2:14][C:13]([CH2:26][O:27][CH2:28][C:29]2[CH:30]=[C:31]([C:38]([F:41])([F:39])[F:40])[CH:32]=[C:33]3[C:37]=2[NH:36][CH:35]=[CH:34]3)([C:7]2[CH:8]=[CH:9][CH:10]=[CH:11][CH:12]=2)[CH2:18][CH2:17]1. (5) Given the reactants [Mg].Br[C:3]1[CH:8]=[CH:7][CH:6]=[CH:5][C:4]=1[O:9][CH3:10].[Br:11][C:12]1[CH:19]=[CH:18][C:15]([CH:16]=[O:17])=[CH:14][CH:13]=1, predict the reaction product. The product is: [Br:11][C:12]1[CH:19]=[CH:18][C:15]([CH:16]([C:8]2[CH:7]=[CH:6][CH:5]=[C:4]([O:9][CH3:10])[CH:3]=2)[OH:17])=[CH:14][CH:13]=1. (6) Given the reactants [CH:1]1([NH:4][C:5](=[O:17])[CH2:6][NH:7][C@@H:8]2[CH2:10][C@H:9]2[C:11]2[CH:16]=[CH:15][CH:14]=[CH:13][CH:12]=2)[CH2:3][CH2:2]1.[CH3:18]I, predict the reaction product. The product is: [CH:1]1([NH:4][C:5](=[O:17])[CH2:6][N:7]([CH3:18])[C@@H:8]2[CH2:10][C@H:9]2[C:11]2[CH:16]=[CH:15][CH:14]=[CH:13][CH:12]=2)[CH2:3][CH2:2]1. (7) Given the reactants P([O-])([O-])([O-])=O.[Na+:6].[Na+].[Na+].[OH:9][C@@H:10]([C@H:12]1[C:42](=[O:43])[N:14]2[C:15]([C:29]([O:31]CC3C=CC([N+]([O-])=O)=CC=3)=[O:30])=[C:16]([S:19]/[CH:20]=[CH:21]\[C:22]3[S:26][CH:25]=[N:24][C:23]=3[CH2:27][OH:28])[C@H:17]([CH3:18])[C@H:13]12)[CH3:11], predict the reaction product. The product is: [OH:9][C@@H:10]([C@H:12]1[C:42](=[O:43])[N:14]2[C:15]([C:29]([O-:31])=[O:30])=[C:16]([S:19]/[CH:20]=[CH:21]\[C:22]3[S:26][CH:25]=[N:24][C:23]=3[CH2:27][OH:28])[C@H:17]([CH3:18])[C@H:13]12)[CH3:11].[Na+:6]. (8) The product is: [CH2:7]([O:14][C:15]1[CH:16]=[CH:17][C:18]([C:21]2[C:25]3=[N:26][CH:27]=[CH:28][CH:29]=[C:24]3[N:23]([CH2:30][CH3:31])[N:22]=2)=[N:19][CH:20]=1)[C:8]1[CH:9]=[CH:10][CH:11]=[CH:12][CH:13]=1. Given the reactants C([O-])([O-])=O.[K+].[K+].[CH2:7]([O:14][C:15]1[CH:16]=[CH:17][C:18]([C:21]2[C:25]3=[N:26][CH:27]=[CH:28][CH:29]=[C:24]3[NH:23][N:22]=2)=[N:19][CH:20]=1)[C:8]1[CH:13]=[CH:12][CH:11]=[CH:10][CH:9]=1.[CH2:30](I)[CH3:31].C([O-])(O)=O.[Na+], predict the reaction product. (9) The product is: [I:1][C:2]1[CH:7]=[CH:6][N:5]=[C:4]([N:8]2[CH:12]=[CH:11][C:10]([C:13]([NH2:17])=[O:15])=[N:9]2)[CH:3]=1. Given the reactants [I:1][C:2]1[CH:7]=[CH:6][N:5]=[C:4]([N:8]2[CH:12]=[CH:11][C:10]([C:13]([OH:15])=O)=[N:9]2)[CH:3]=1.[Cl-].[NH4+:17], predict the reaction product.